This data is from Forward reaction prediction with 1.9M reactions from USPTO patents (1976-2016). The task is: Predict the product of the given reaction. (1) The product is: [I:16][C:13]1[CH:12]=[CH:11][C:10]([CH2:9][C@H:2]([NH:1][C:24](=[O:29])[CH2:25][CH2:26][CH:27]=[CH2:28])[C:3]([O:5][CH2:6][C:7]#[N:8])=[O:4])=[CH:15][CH:14]=1. Given the reactants [NH2:1][C@@H:2]([CH2:9][C:10]1[CH:15]=[CH:14][C:13]([I:16])=[CH:12][CH:11]=1)[C:3]([O:5][CH2:6][C:7]#[N:8])=[O:4].C(N(CC)CC)C.[C:24](Cl)(=[O:29])[CH2:25][CH2:26][CH:27]=[CH2:28], predict the reaction product. (2) Given the reactants C(O)(C(F)(F)F)=O.C([O:12][C:13]([CH:15]1[CH2:20][CH2:19][N:18]([C:21]2[C:31]([C:32]#[N:33])=[CH:30][C:24]([C:25]([O:27][CH2:28][CH3:29])=[O:26])=[C:23]([O:34][S:35]([C:38]([F:41])([F:40])[F:39])(=[O:37])=[O:36])[N:22]=2)[CH2:17][CH2:16]1)=[O:14])(C)(C)C, predict the reaction product. The product is: [C:32]([C:31]1[C:21]([N:18]2[CH2:19][CH2:20][CH:15]([C:13]([OH:14])=[O:12])[CH2:16][CH2:17]2)=[N:22][C:23]([O:34][S:35]([C:38]([F:40])([F:39])[F:41])(=[O:37])=[O:36])=[C:24]([C:25]([O:27][CH2:28][CH3:29])=[O:26])[CH:30]=1)#[N:33]. (3) Given the reactants [OH:1][C@@H:2]1[C@H:6]([OH:7])[C@@H:5]([CH2:8][OH:9])[O:4][CH:3]1[N:10]1[CH:18]=[N:17][C:16]2[C:11]1=[N:12][C:13]([N:25]1[CH:29]=[C:28]([C:30]([NH2:32])=O)[CH:27]=[N:26]1)=[N:14][C:15]=2[NH:19][CH:20]1[CH2:24][CH2:23][CH2:22][CH2:21]1.C(N(CC)CC)C.O=P(Cl)(Cl)Cl, predict the reaction product. The product is: [OH:1][CH:2]1[CH:6]([OH:7])[C@@H:5]([CH2:8][OH:9])[O:4][C@H:3]1[N:10]1[CH:18]=[N:17][C:16]2[C:11]1=[N:12][C:13]([N:25]1[CH:29]=[C:28]([C:30]#[N:32])[CH:27]=[N:26]1)=[N:14][C:15]=2[NH:19][CH:20]1[CH2:21][CH2:22][CH2:23][CH2:24]1. (4) Given the reactants C([O:8][C:9]1[CH:18]=[C:17]2[C:12]([C:13]([O:19][C:20]3[CH:25]=[CH:24][C:23]([N+:26]([O-:28])=[O:27])=[CH:22][N:21]=3)=[CH:14][CH:15]=[N:16]2)=[CH:11][C:10]=1[O:29][CH3:30])C1C=CC=CC=1.Br, predict the reaction product. The product is: [CH3:30][O:29][C:10]1[CH:11]=[C:12]2[C:17](=[CH:18][C:9]=1[OH:8])[N:16]=[CH:15][CH:14]=[C:13]2[O:19][C:20]1[CH:25]=[CH:24][C:23]([N+:26]([O-:28])=[O:27])=[CH:22][N:21]=1.